Dataset: Rat liver microsome stability data. Task: Regression/Classification. Given a drug SMILES string, predict its absorption, distribution, metabolism, or excretion properties. Task type varies by dataset: regression for continuous measurements (e.g., permeability, clearance, half-life) or binary classification for categorical outcomes (e.g., BBB penetration, CYP inhibition). Dataset: rlm. (1) The molecule is COc1ccc(F)cc1-c1nc2c(n1C(C)C)C(c1ccc(Cl)cc1C)N(c1cc(Cl)ccc1C)C2=O. The result is 1 (stable in rat liver microsomes). (2) The compound is Cc1ccc(-c2csc(CCn3nc(C)c4c(C(F)(F)F)cc(O)nc43)n2)cc1. The result is 1 (stable in rat liver microsomes). (3) The compound is C[C@H]1CN(C(=O)c2nn(C)c3ccccc23)C[C@@H]1c1nc(-c2ccncc2)no1. The result is 1 (stable in rat liver microsomes). (4) The drug is O=C(Oc1cccc(N2CCS(=O)(=O)CC2)c1)N1CCN(Cc2cccc(Oc3ccccc3)c2)CC1. The result is 1 (stable in rat liver microsomes). (5) The compound is COc1cccc(COc2ccc([C@@H](NC(=O)[C@H](CCCCN)NC(=O)[C@H](CCCN=C(N)N)NC(=O)c3cccs3)C(N)=O)cc2)c1. The result is 0 (unstable in rat liver microsomes). (6) The result is 1 (stable in rat liver microsomes). The compound is COc1ccc(-c2cc(-c3ccccc3)nc(SCC(=O)Nc3ccccc3C)c2C#N)cc1. (7) The molecule is O=S(=O)(Nc1ccccc1)c1ccc(NCc2cccc(Cl)c2F)cc1. The result is 1 (stable in rat liver microsomes). (8) The compound is O=C(C(=O)N1CCN(C(=O)c2ccccc2)CC1)c1c[nH]c2ccccc12. The result is 0 (unstable in rat liver microsomes).